From a dataset of Catalyst prediction with 721,799 reactions and 888 catalyst types from USPTO. Predict which catalyst facilitates the given reaction. (1) Reactant: [CH2:1]([O:3][C:4]([C:6]1[C:17]2[C:9](=[C:10]3[C:14](=[CH:15][CH:16]=2)[NH:13][N:12]=[CH:11]3)[N:8]([CH3:18])[C:7]=1[C:19]([O:21]C(C)(C)C)=[O:20])=[O:5])[CH3:2].FC(F)(F)C(O)=O. Product: [CH2:1]([O:3][C:4]([C:6]1[C:17]2[C:9](=[C:10]3[C:14](=[CH:15][CH:16]=2)[NH:13][N:12]=[CH:11]3)[N:8]([CH3:18])[C:7]=1[C:19]([OH:21])=[O:20])=[O:5])[CH3:2]. The catalyst class is: 2. (2) Reactant: [Cl:1][C:2]1[C:7]([C:8]([O:10][CH3:11])=[O:9])=[CH:6][N:5]=[C:4](Cl)[CH:3]=1.[CH3:13]B1OB(C)OB(C)O1.C(=O)([O-])[O-].[Cs+].[Cs+]. Product: [Cl:1][C:2]1[C:7]([C:8]([O:10][CH3:11])=[O:9])=[CH:6][N:5]=[C:4]([CH3:13])[CH:3]=1. The catalyst class is: 669. (3) Reactant: [NH2:1][C:2]1[C:7]([I:8])=[CH:6][C:5]([CH2:9][C:10](OCC)=[O:11])=[CH:4][C:3]=1[I:15].[NH2:16][OH:17]. Product: [OH:17][NH:16][C:10](=[O:11])[CH2:9][C:5]1[CH:6]=[C:7]([I:8])[C:2]([NH2:1])=[C:3]([I:15])[CH:4]=1. The catalyst class is: 12. (4) Reactant: [CH3:1][C:2]([CH3:4])=O.[F:5][C:6]1[C:7]([NH:22][C@@H:23]2[CH2:28][CH2:27][CH2:26][N:25]([C:29](=[O:32])[CH:30]=[CH2:31])[CH2:24]2)=[N:8][C:9]([NH:12][C:13]2[CH:14]=[C:15]3[C:19](=[CH:20][CH:21]=2)[CH2:18][NH:17][CH2:16]3)=[N:10][CH:11]=1.[BH3-]C#N.[Na+]. Product: [F:5][C:6]1[C:7]([NH:22][C@@H:23]2[CH2:28][CH2:27][CH2:26][N:25]([C:29](=[O:32])[CH:30]=[CH2:31])[CH2:24]2)=[N:8][C:9]([NH:12][C:13]2[CH:14]=[C:15]3[C:19](=[CH:20][CH:21]=2)[CH2:18][N:17]([CH:2]([CH3:4])[CH3:1])[CH2:16]3)=[N:10][CH:11]=1. The catalyst class is: 24. (5) Reactant: C[O:2][C:3](=[O:34])[CH2:4][C:5]1[CH:10]=[CH:9][C:8]([C:11]#[C:12][C:13]2[CH:22]=[C:21]([O:23][CH:24]([CH3:26])[CH3:25])[C:20]3[CH:19]([N:27]([CH:29]4[CH2:31][CH2:30]4)[CH3:28])[CH2:18][CH2:17][C:16]([CH3:33])([CH3:32])[C:15]=3[CH:14]=2)=[CH:7][CH:6]=1.[OH-].[Li+]. Product: [CH:29]1([N:27]([CH3:28])[CH:19]2[CH2:18][CH2:17][C:16]([CH3:33])([CH3:32])[C:15]3[CH:14]=[C:13]([C:12]#[C:11][C:8]4[CH:7]=[CH:6][C:5]([CH2:4][C:3]([OH:34])=[O:2])=[CH:10][CH:9]=4)[CH:22]=[C:21]([O:23][CH:24]([CH3:25])[CH3:26])[C:20]2=3)[CH2:30][CH2:31]1. The catalyst class is: 111.